This data is from Full USPTO retrosynthesis dataset with 1.9M reactions from patents (1976-2016). The task is: Predict the reactants needed to synthesize the given product. (1) Given the product [CH2:32]([O:31][C:29]([C:24]1([C:22]([O:21][CH2:19][CH3:20])=[O:23])[CH2:25][CH:26]([NH:16][CH2:15][C:14]2[CH:13]=[CH:12][C:11]([CH2:1][CH2:2][CH2:3][CH2:4][CH2:5][CH2:6][CH2:7][CH2:8][CH2:9][CH3:10])=[CH:18][CH:17]=2)[CH2:27]1)=[O:30])[CH3:33], predict the reactants needed to synthesize it. The reactants are: [CH2:1]([C:11]1[CH:18]=[CH:17][C:14]([CH2:15][NH2:16])=[CH:13][CH:12]=1)[CH2:2][CH2:3][CH2:4][CH2:5][CH2:6][CH2:7][CH2:8][CH2:9][CH3:10].[CH2:19]([O:21][C:22]([C:24]1([C:29]([O:31][CH2:32][CH3:33])=[O:30])[CH2:27][C:26](=O)[CH2:25]1)=[O:23])[CH3:20]. (2) Given the product [F:32][C:27]1[CH:26]=[C:25]([S:22]([C:16]2[CH:17]=[CH:18][CH:19]=[CH:20][CH:21]=2)(=[O:23])=[O:24])[CH:30]=[CH:29][C:28]=1[O:1][C:2]1[CH:3]=[C:4]([CH2:12][C:13]([OH:15])=[O:14])[CH:5]=[C:6]([C:8]([F:9])([F:10])[F:11])[CH:7]=1, predict the reactants needed to synthesize it. The reactants are: [OH:1][C:2]1[CH:3]=[C:4]([CH2:12][C:13]([OH:15])=[O:14])[CH:5]=[C:6]([C:8]([F:11])([F:10])[F:9])[CH:7]=1.[C:16]1([S:22]([C:25]2[CH:30]=[CH:29][C:28](F)=[C:27]([F:32])[CH:26]=2)(=[O:24])=[O:23])[CH:21]=[CH:20][CH:19]=[CH:18][CH:17]=1. (3) Given the product [ClH:1].[CH:2]([O:5][C:6]([N:8]1[CH2:9][CH2:10][CH:11]([N:14]2[C:18]3=[N:19][CH:20]=[N:21][C:22]([O:23][C:24]4[C:25]([CH3:30])=[N:26][CH:27]=[CH:28][CH:29]=4)=[C:17]3[CH:16]=[N:15]2)[CH2:12][CH2:13]1)=[O:7])([CH3:4])[CH3:3], predict the reactants needed to synthesize it. The reactants are: [ClH:1].[CH:2]([O:5][C:6]([N:8]1[CH2:13][CH2:12][CH:11]([N:14]2[C:18]3=[N:19][CH:20]=[N:21][C:22]([O:23][C:24]4[C:25]([CH3:30])=[N:26][CH:27]=[CH:28][CH:29]=4)=[C:17]3[CH:16]=[N:15]2)[CH2:10][CH2:9]1)=[O:7])([CH3:4])[CH3:3]. (4) Given the product [O:17]1[CH:21]=[CH:20][C:19]([C:22]2[NH:5][C:6]3[C:7]([CH:23]=2)=[CH:8][CH:9]=[C:10]([O:12][CH3:13])[CH:11]=3)=[CH:18]1, predict the reactants needed to synthesize it. The reactants are: FC(F)(F)C([NH:5][C:6]1[CH:11]=[C:10]([O:12][CH3:13])[CH:9]=[CH:8][C:7]=1I)=O.[O:17]1[CH:21]=[CH:20][C:19]([C:22]#[C:23][Si](C)(C)C)=[CH:18]1.[F-].C([N+](CCCC)(CCCC)CCCC)CCC.C(=O)([O-])[O-].[K+].[K+]. (5) Given the product [CH2:1]([C:3]1[CH:8]=[C:7]([C:9]2[O:10][C:13]([C:15]3[S:16][C:17]([CH2:26][CH3:27])=[C:18]4[CH2:23][C:22]([CH3:25])([CH3:24])[CH2:21][CH2:20][C:19]=34)=[N:12][N:11]=2)[CH:6]=[C:5]([CH3:28])[N:4]=1)[CH3:2], predict the reactants needed to synthesize it. The reactants are: [CH2:1]([C:3]1[CH:8]=[C:7]([C:9]([NH:11][NH:12][C:13]([C:15]2[S:16][C:17]([CH2:26][CH3:27])=[C:18]3[CH2:23][C:22]([CH3:25])([CH3:24])[CH2:21][CH2:20][C:19]=23)=O)=[O:10])[CH:6]=[C:5]([CH3:28])[N:4]=1)[CH3:2].CC[N+](S(N=C(OC)[O-])(=O)=O)(CC)CC. (6) Given the product [C:5]([SiH2:9][O:10][C:11]([CH3:23])([CH3:22])[C:12]1[CH:13]=[C:14]([CH2:19][CH2:20][NH:21][C:1](=[O:2])[CH3:3])[CH:15]=[CH:16][C:17]=1[Cl:18])([CH3:8])([CH3:7])[CH3:6], predict the reactants needed to synthesize it. The reactants are: [C:1](Cl)([CH3:3])=[O:2].[C:5]([SiH2:9][O:10][C:11]([CH3:23])([CH3:22])[C:12]1[CH:13]=[C:14]([CH2:19][CH2:20][NH2:21])[CH:15]=[CH:16][C:17]=1[Cl:18])([CH3:8])([CH3:7])[CH3:6].CCN(C(C)C)C(C)C.[NH4+].[Cl-].